This data is from Forward reaction prediction with 1.9M reactions from USPTO patents (1976-2016). The task is: Predict the product of the given reaction. (1) Given the reactants [NH:1]([C:3]1[N:4]=[C:5]2[CH:11]=[CH:10][N:9]([S:12]([C:15]3[CH:21]=[CH:20][C:18]([CH3:19])=[CH:17][CH:16]=3)(=[O:14])=[O:13])[C:6]2=[N:7][CH:8]=1)[NH2:2].[C:22]([O:26][C:27]([NH:29][C:30]12[CH2:37][CH2:36][C:33]([C:38](O)=[O:39])([CH2:34][CH2:35]1)[CH2:32][CH2:31]2)=[O:28])([CH3:25])([CH3:24])[CH3:23], predict the reaction product. The product is: [S:12]([N:9]1[C:6]2=[N:7][CH:8]=[C:3]([NH:1][NH:2][C:38]([C:33]34[CH2:34][CH2:35][C:30]([NH:29][C:27](=[O:28])[O:26][C:22]([CH3:24])([CH3:23])[CH3:25])([CH2:31][CH2:32]3)[CH2:37][CH2:36]4)=[O:39])[N:4]=[C:5]2[CH:11]=[CH:10]1)([C:15]1[CH:21]=[CH:20][C:18]([CH3:19])=[CH:17][CH:16]=1)(=[O:13])=[O:14]. (2) Given the reactants [OH:1][C:2]1[CH:7]=[CH:6][C:5]([N:8]2[CH2:12][CH2:11][O:10][C:9]2=[O:13])=[CH:4][CH:3]=1.[C:14]([N:17]1[CH2:21][CH2:20][CH2:19][CH:18]1[C:22]1[C:27](F)=[CH:26][C:25]([NH:29][C:30]([C:32]2[CH:37]=[N:36][CH:35]=[CH:34][N:33]=2)=O)=[C:24]([N+:38]([O-])=O)[CH:23]=1)(=[O:16])[CH3:15], predict the reaction product. The product is: [C:14]([N:17]1[CH2:21][CH2:20][CH2:19][CH:18]1[C:22]1[C:27]([O:1][C:2]2[CH:3]=[CH:4][C:5]([N:8]3[CH2:12][CH2:11][O:10][C:9]3=[O:13])=[CH:6][CH:7]=2)=[CH:26][C:25]2[N:29]=[C:30]([C:32]3[CH:37]=[N:36][CH:35]=[CH:34][N:33]=3)[NH:38][C:24]=2[CH:23]=1)(=[O:16])[CH3:15]. (3) Given the reactants [Cl:1][C:2]1[CH:27]=[CH:26][C:5]([CH2:6][N:7]2[C:15]3[C:10](=[CH:11][C:12]([CH:16]=[C:17]4[S:21][C:20](SCC)=[N:19][C:18]4=[O:25])=[CH:13][CH:14]=3)[CH:9]=[N:8]2)=[C:4]([C:28]([F:31])([F:30])[F:29])[CH:3]=1.[N:32]1([CH2:39][CH2:40][OH:41])[CH2:38][CH2:37][CH2:36][NH:35][CH2:34][CH2:33]1, predict the reaction product. The product is: [Cl:1][C:2]1[CH:27]=[CH:26][C:5]([CH2:6][N:7]2[C:15]3[C:10](=[CH:11][C:12]([CH:16]=[C:17]4[S:21][C:20]([N:35]5[CH2:36][CH2:37][CH2:38][N:32]([CH2:39][CH2:40][OH:41])[CH2:33][CH2:34]5)=[N:19][C:18]4=[O:25])=[CH:13][CH:14]=3)[CH:9]=[N:8]2)=[C:4]([C:28]([F:31])([F:30])[F:29])[CH:3]=1.